From a dataset of Full USPTO retrosynthesis dataset with 1.9M reactions from patents (1976-2016). Predict the reactants needed to synthesize the given product. (1) Given the product [C:1]([O:5][C:6]([N:8]1[CH2:13][CH2:12][N:11]([C:14](=[S:15])[NH2:16])[CH2:10][CH2:9]1)=[O:7])([CH3:4])([CH3:2])[CH3:3], predict the reactants needed to synthesize it. The reactants are: [C:1]([O:5][C:6]([N:8]1[CH2:13][CH2:12][NH:11][CH2:10][CH2:9]1)=[O:7])([CH3:4])([CH3:3])[CH3:2].[C:14](N1C=CN=C1)([N:16]1C=CN=C1)=[S:15]. (2) Given the product [OH:14][C:2]1[CH:12]=[N:11][CH:10]=[CH:9][C:3]=1[C:4]([O:6][CH2:7][CH3:8])=[O:5], predict the reactants needed to synthesize it. The reactants are: N[C:2]1[CH:12]=[N:11][CH:10]=[CH:9][C:3]=1[C:4]([O:6][CH2:7][CH3:8])=[O:5].S(=O)(=O)(O)[OH:14].N([O-])=O.[Na+].C(=O)([O-])O.[Na+].